Dataset: Ames mutagenicity test results for genotoxicity prediction. Task: Regression/Classification. Given a drug SMILES string, predict its toxicity properties. Task type varies by dataset: regression for continuous values (e.g., LD50, hERG inhibition percentage) or binary classification for toxic/non-toxic outcomes (e.g., AMES mutagenicity, cardiotoxicity, hepatotoxicity). Dataset: ames. (1) The drug is O=C(CBr)Nc1ccccc1. The result is 0 (non-mutagenic). (2) The compound is C#CCO. The result is 1 (mutagenic). (3) The drug is COC(=O)c1ccc(C)cc1. The result is 0 (non-mutagenic). (4) The molecule is Nc1nc(=O)n(C2CC(O)C(CO)O2)cc1CCCl. The result is 0 (non-mutagenic). (5) The compound is CC(=O)Nc1ccc2c(c1)Cc1cccc(O)c1-2. The result is 1 (mutagenic).